Dataset: Forward reaction prediction with 1.9M reactions from USPTO patents (1976-2016). Task: Predict the product of the given reaction. (1) Given the reactants [NH:1]1[CH2:8][CH2:7][CH2:6][C@H:2]1[C:3]([OH:5])=[O:4].[Cl-].[CH3:10][CH2:11]O, predict the reaction product. The product is: [NH:1]1[CH2:8][CH2:7][CH2:6][C@H:2]1[C:3]([O:5][CH2:10][CH3:11])=[O:4]. (2) Given the reactants [F:1][C:2]1([F:17])[O:6][C:5]2[CH:7]=[CH:8][C:9]([C:11]3([C:14](Cl)=[O:15])[CH2:13][CH2:12]3)=[CH:10][C:4]=2[O:3]1.[CH3:18][O:19][C:20]1[N:25]=[CH:24][C:23]([C:26]2[C:31]([CH3:32])=[CH:30][N:29]=[C:28]([NH2:33])[N:27]=2)=[CH:22][CH:21]=1, predict the reaction product. The product is: [F:1][C:2]1([F:17])[O:6][C:5]2[CH:7]=[CH:8][C:9]([C:11]3([C:14]([NH:33][C:28]4[N:27]=[C:26]([C:23]5[CH:24]=[N:25][C:20]([O:19][CH3:18])=[CH:21][CH:22]=5)[C:31]([CH3:32])=[CH:30][N:29]=4)=[O:15])[CH2:13][CH2:12]3)=[CH:10][C:4]=2[O:3]1. (3) Given the reactants [F:1][C:2]1[CH:3]=[C:4]([C:9]2[CH2:13][CH:12]([CH2:14][OH:15])[O:11][N:10]=2)[CH:5]=[CH:6][C:7]=1[I:8].[CH3:16][S:17](Cl)(=[O:19])=[O:18], predict the reaction product. The product is: [F:1][C:2]1[CH:3]=[C:4]([C:9]2[CH2:13][CH:12]([CH2:14][O:15][S:17]([CH3:16])(=[O:19])=[O:18])[O:11][N:10]=2)[CH:5]=[CH:6][C:7]=1[I:8]. (4) Given the reactants [Br:1][C:2]1[C:3]([O:9][CH3:10])=[N:4][C:5](Cl)=[N:6][CH:7]=1.[CH3:11][NH:12][CH3:13], predict the reaction product. The product is: [Br:1][C:2]1[C:3]([O:9][CH3:10])=[N:4][C:5]([N:12]([CH3:13])[CH3:11])=[N:6][CH:7]=1. (5) Given the reactants [N:1]1([CH2:7][CH2:8][CH2:9][O:10][C:11]2[CH:18]=[CH:17][C:14]([CH:15]=O)=[CH:13][CH:12]=2)[CH2:6][CH2:5][CH2:4][CH2:3][CH2:2]1.[CH2:19]([N:26]([CH3:33])[CH:27]1[CH2:32][CH2:31][NH:30][CH2:29][CH2:28]1)[C:20]1[CH:25]=[CH:24][CH:23]=[CH:22][CH:21]=1.C(O[BH-](OC(=O)C)OC(=O)C)(=O)C.[Na+].[OH-].[Na+].[CH2:50]([Cl:52])[Cl:51], predict the reaction product. The product is: [NH3:1].[CH2:50]([Cl:52])[Cl:51].[CH2:19]([N:26]([CH3:33])[CH:27]1[CH2:32][CH2:31][N:30]([CH2:15][C:14]2[CH:17]=[CH:18][C:11]([O:10][CH2:9][CH2:8][CH2:7][N:1]3[CH2:6][CH2:5][CH2:4][CH2:3][CH2:2]3)=[CH:12][CH:13]=2)[CH2:29][CH2:28]1)[C:20]1[CH:21]=[CH:22][CH:23]=[CH:24][CH:25]=1. (6) Given the reactants [NH:1]([C:8]1[CH:17]=[N:16][C:15]2[C:10](=[CH:11][CH:12]=[C:13]([OH:18])[CH:14]=2)[N:9]=1)[C:2]1[CH:7]=[CH:6][CH:5]=[CH:4][CH:3]=1.O[C@H:20]1[CH2:24][CH2:23][O:22][CH2:21]1.C1(P(C2C=CC=CC=2)C2C=CC=CC=2)C=CC=CC=1.CCOC(/N=N/C(OCC)=O)=O, predict the reaction product. The product is: [C:2]1([NH:1][C:8]2[CH:17]=[N:16][C:15]3[C:10](=[CH:11][CH:12]=[C:13]([O:18][C@@H:20]4[CH2:24][CH2:23][O:22][CH2:21]4)[CH:14]=3)[N:9]=2)[CH:3]=[CH:4][CH:5]=[CH:6][CH:7]=1.